From a dataset of Forward reaction prediction with 1.9M reactions from USPTO patents (1976-2016). Predict the product of the given reaction. Given the reactants ClC(Cl)(Cl)C(=N)O[CH:5]([C:7]1[C:15]2[C:11](=[C:12]([Br:24])[N:13]([CH2:16][O:17][CH2:18][CH2:19][Si:20]([CH3:23])([CH3:22])[CH3:21])[N:14]=2)[CH:10]=[C:9]([C:25]([F:28])([F:27])[F:26])[CH:8]=1)[CH3:6].[OH:32][CH2:33][C:34]1([C:47]2[CH:52]=[CH:51][CH:50]=[CH:49][CH:48]=2)[CH2:39][CH2:38][N:37]([C:40]([O:42][C:43]([CH3:46])([CH3:45])[CH3:44])=[O:41])[CH2:36][CH2:35]1, predict the reaction product. The product is: [Br:24][C:12]1[N:13]([CH2:16][O:17][CH2:18][CH2:19][Si:20]([CH3:22])([CH3:21])[CH3:23])[N:14]=[C:15]2[C:11]=1[CH:10]=[C:9]([C:25]([F:28])([F:27])[F:26])[CH:8]=[C:7]2[CH:5]([O:32][CH2:33][C:34]1([C:47]2[CH:48]=[CH:49][CH:50]=[CH:51][CH:52]=2)[CH2:39][CH2:38][N:37]([C:40]([O:42][C:43]([CH3:45])([CH3:46])[CH3:44])=[O:41])[CH2:36][CH2:35]1)[CH3:6].